This data is from Forward reaction prediction with 1.9M reactions from USPTO patents (1976-2016). The task is: Predict the product of the given reaction. (1) Given the reactants C([O:3][C:4]([C:6]1[C:7]([CH3:32])=[C:8]2[C:13]([NH:14][C:15]3[CH:20]=[CH:19][C:18]([S:21][C:22]4[N:23]([CH3:27])[CH:24]=[CH:25][N:26]=4)=[C:17]([Cl:28])[CH:16]=3)=[C:12]([C:29]#[N:30])[CH:11]=[N:10][N:9]2[CH:31]=1)=[O:5])C.[OH-].[Na+].CCO.C1COCC1.Cl, predict the reaction product. The product is: [Cl:28][C:17]1[CH:16]=[C:15]([NH:14][C:13]2[C:8]3[N:9]([CH:31]=[C:6]([C:4]([OH:5])=[O:3])[C:7]=3[CH3:32])[N:10]=[CH:11][C:12]=2[C:29]#[N:30])[CH:20]=[CH:19][C:18]=1[S:21][C:22]1[N:23]([CH3:27])[CH:24]=[CH:25][N:26]=1. (2) The product is: [CH:1]1([CH2:5][O:6][C:7]2[N:12]=[C:11]([O:37][C:38]3[CH:39]=[N:40][CH:41]=[C:42]([Cl:44])[CH:43]=3)[C:10]([C:17]3[CH:22]=[CH:21][C:20]([Cl:23])=[CH:19][CH:18]=3)=[C:9]([C:24]3[CH:29]=[CH:28][C:27]([Cl:30])=[CH:26][C:25]=3[Cl:31])[N:8]=2)[CH2:4][CH2:3][CH2:2]1. Given the reactants [CH:1]1([CH2:5][O:6][C:7]2[N:12]=[C:11](S(C)(=O)=O)[C:10]([C:17]3[CH:22]=[CH:21][C:20]([Cl:23])=[CH:19][CH:18]=3)=[C:9]([C:24]3[CH:29]=[CH:28][C:27]([Cl:30])=[CH:26][C:25]=3[Cl:31])[N:8]=2)[CH2:4][CH2:3][CH2:2]1.C([Li])CCC.[OH:37][C:38]1[CH:39]=[N:40][CH:41]=[C:42]([Cl:44])[CH:43]=1, predict the reaction product. (3) The product is: [Cl:1][C:2]1[C:9]([CH:10]=[O:14])=[CH:8][CH:7]=[C:6]([F:13])[C:3]=1[C:4]#[N:5]. Given the reactants [Cl:1][C:2]1[C:9]([CH:10](Br)Br)=[CH:8][CH:7]=[C:6]([F:13])[C:3]=1[C:4]#[N:5].[OH-:14].[Na+], predict the reaction product. (4) The product is: [F:8][C:7]([F:10])([F:9])[C:6]([NH:5][CH2:4][C:3]1[CH:12]=[CH:13][CH:14]=[CH:15][C:2]=1[CH:16]=[CH2:17])=[O:11]. Given the reactants Br[C:2]1[CH:15]=[CH:14][CH:13]=[CH:12][C:3]=1[CH2:4][NH:5][C:6](=[O:11])[C:7]([F:10])([F:9])[F:8].[C:16]1(C)C=CC=C[CH:17]=1.C(C([Sn])=C(CCCC)CCCC)CCC.[F-].[K+], predict the reaction product. (5) Given the reactants [Cl:1][C:2]1[CH:7]=[CH:6][C:5]([C@@H:8]([C:47]2[CH:52]=[CH:51][CH:50]=[C:49]([F:53])[CH:48]=2)[C@H:9]([NH:42][C:43]([O:45][CH3:46])=[O:44])[C:10]([NH:12][C:13]2[CH:14]=[N:15][CH:16]=[C:17]([F:41])[C:18]=2[CH2:19][CH2:20][C@@H:21]2[N:26]([S:27]([CH:30]3[CH2:32][CH2:31]3)(=[O:29])=[O:28])[C@@H:25]([CH3:33])[CH2:24][N:23](C(OC(C)(C)C)=O)[CH2:22]2)=[O:11])=[CH:4][CH:3]=1.FC(F)(F)C(O)=O, predict the reaction product. The product is: [Cl:1][C:2]1[CH:7]=[CH:6][C:5]([C@@H:8]([C:47]2[CH:52]=[CH:51][CH:50]=[C:49]([F:53])[CH:48]=2)[C@H:9]([NH:42][C:43](=[O:44])[O:45][CH3:46])[C:10]([NH:12][C:13]2[CH:14]=[N:15][CH:16]=[C:17]([F:41])[C:18]=2[CH2:19][CH2:20][C@H:21]2[CH2:22][NH:23][CH2:24][C@H:25]([CH3:33])[N:26]2[S:27]([CH:30]2[CH2:32][CH2:31]2)(=[O:29])=[O:28])=[O:11])=[CH:4][CH:3]=1.